This data is from Forward reaction prediction with 1.9M reactions from USPTO patents (1976-2016). The task is: Predict the product of the given reaction. (1) Given the reactants Br[C:2]1[N:6]([CH3:7])[N:5]=[C:4]([C:8]2[CH:13]=[CH:12][C:11]([F:14])=[CH:10][CH:9]=2)[CH:3]=1.[N:15]1[CH:20]=[CH:19][C:18](B(O)O)=[CH:17][CH:16]=1.P([O-])([O-])([O-])=O.[K+].[K+].[K+], predict the reaction product. The product is: [F:14][C:11]1[CH:12]=[CH:13][C:8]([C:4]2[CH:3]=[C:2]([C:18]3[CH:19]=[CH:20][N:15]=[CH:16][CH:17]=3)[N:6]([CH3:7])[N:5]=2)=[CH:9][CH:10]=1. (2) Given the reactants [C:1]([O:5][C:6]([N:8]1[CH2:13][CH2:12][NH:11][CH2:10][C@@H:9]1[C@@H:14]([OH:37])[C@H:15]([N:23]=[C:24]([C:31]1[CH:36]=[CH:35][CH:34]=[CH:33][CH:32]=1)[C:25]1[CH:30]=[CH:29][CH:28]=[CH:27][CH:26]=1)[CH2:16][C:17]1[CH:22]=[CH:21][CH:20]=[CH:19][CH:18]=1)=[O:7])([CH3:4])([CH3:3])[CH3:2].[CH3:38][CH:39]([CH3:43])[CH2:40][CH:41]=O.C(O[BH-](OC(=O)C)OC(=O)C)(=O)C.[Na+].C(=O)(O)[O-].[Na+], predict the reaction product. The product is: [C:1]([O:5][C:6]([N:8]1[CH2:13][CH2:12][N:11]([CH2:41][CH2:40][CH:39]([CH3:43])[CH3:38])[CH2:10][C@@H:9]1[C@@H:14]([OH:37])[C@H:15]([N:23]=[C:24]([C:25]1[CH:26]=[CH:27][CH:28]=[CH:29][CH:30]=1)[C:31]1[CH:32]=[CH:33][CH:34]=[CH:35][CH:36]=1)[CH2:16][C:17]1[CH:22]=[CH:21][CH:20]=[CH:19][CH:18]=1)=[O:7])([CH3:4])([CH3:2])[CH3:3]. (3) The product is: [CH2:9]([N:11]1[C:15]([CH2:16][OH:17])=[CH:14][N:13]=[CH:12]1)[CH3:10]. Given the reactants [N+]([O-])(O)=O.N([O-])=O.[Na+].[CH2:9]([N:11]1[C:15]([CH2:16][OH:17])=[CH:14][N:13]=[C:12]1S)[CH3:10].C(=O)([O-])[O-].[K+].[K+], predict the reaction product. (4) Given the reactants [C:1]([O:5][C:6]([NH:8][C@H:9]([CH2:27][C:28]1[CH:33]=[CH:32][CH:31]=[CH:30][CH:29]=1)[CH2:10][NH:11][C:12](=[O:26])[C@H:13]([NH:15]C(=O)OCC1C=CC=CC=1)[CH3:14])=[O:7])([CH3:4])(C)C.Cl, predict the reaction product. The product is: [CH2:1]([O:5][C:6](=[O:7])[NH:8][C@H:9]([CH2:27][C:28]1[CH:29]=[CH:30][CH:31]=[CH:32][CH:33]=1)[CH2:10][NH:11][C:12](=[O:26])[C@@H:13]([CH3:14])[NH2:15])[C:4]1[CH:29]=[CH:28][CH:27]=[CH:9][CH:10]=1. (5) Given the reactants [F:1][CH:2]([F:15])[O:3][C:4]1[CH:9]=[CH:8][C:7]([CH:10](O)[CH:11]([CH3:13])[CH3:12])=[CH:6][CH:5]=1.[N-:16]=[N+:17]=[N-:18].[Na+], predict the reaction product. The product is: [N:16]([CH:10]([C:7]1[CH:8]=[CH:9][C:4]([O:3][CH:2]([F:15])[F:1])=[CH:5][CH:6]=1)[CH:11]([CH3:13])[CH3:12])=[N+:17]=[N-:18].